This data is from Forward reaction prediction with 1.9M reactions from USPTO patents (1976-2016). The task is: Predict the product of the given reaction. (1) Given the reactants [CH2:1]1[CH2:5][CH2:4][CH2:3][CH2:2]1.ON1[C:11](=[O:12])[C:10]2=[CH:13][CH:14]=[CH:15]C=C2C1=O.[O:18]=[O:19], predict the reaction product. The product is: [C:11]1(=[O:12])[CH2:10][CH2:13][CH2:14][CH2:15]1.[CH:11]1([OH:12])[CH2:10][CH2:13][CH2:14][CH2:15]1.[CH:1]1([O:18][OH:19])[CH2:5][CH2:4][CH2:3][CH2:2]1. (2) Given the reactants [CH3:1][C:2]1[CH:33]=[CH:32][CH:31]=[CH:30][C:3]=1[CH2:4][NH:5][C:6]([C@@H:8]1[C:12]([CH3:14])([CH3:13])[S:11][CH2:10][N:9]1[C:15](=[O:29])[C@@H:16]([OH:28])[C@@H:17]([NH2:27])[CH2:18][C:19]1[CH:24]=[CH:23][C:22]([O:25][CH3:26])=[CH:21][CH:20]=1)=[O:7].C([O:37][C:38]1[C:39]([CH3:48])=[C:40]([CH:44]=[CH:45][C:46]=1[F:47])[C:41](O)=[O:42])(=O)C, predict the reaction product. The product is: [CH3:1][C:2]1[CH:33]=[CH:32][CH:31]=[CH:30][C:3]=1[CH2:4][NH:5][C:6]([C@@H:8]1[C:12]([CH3:14])([CH3:13])[S:11][CH2:10][N:9]1[C:15](=[O:29])[C@@H:16]([OH:28])[C@@H:17]([NH:27][C:41](=[O:42])[C:40]1[CH:44]=[CH:45][C:46]([F:47])=[C:38]([OH:37])[C:39]=1[CH3:48])[CH2:18][C:19]1[CH:20]=[CH:21][C:22]([O:25][CH3:26])=[CH:23][CH:24]=1)=[O:7]. (3) Given the reactants [F:1][C:2]1[CH:25]=[CH:24][C:5]([CH2:6][CH2:7][C@H:8]2[CH2:13][C@H:12]([C:14]3[O:18][NH:17][C:16](=[O:19])[CH:15]=3)[CH2:11][CH2:10][N:9]2C(OC)=O)=[CH:4][CH:3]=1.Br, predict the reaction product. The product is: [F:1][C:2]1[CH:3]=[CH:4][C:5]([CH2:6][CH2:7][C@H:8]2[CH2:13][C@H:12]([C:14]3[O:18][NH:17][C:16](=[O:19])[CH:15]=3)[CH2:11][CH2:10][NH:9]2)=[CH:24][CH:25]=1. (4) Given the reactants [C:1]1([CH:7]2[C:11]3([CH2:14][CH2:13][CH2:12]3)[O:10][C:9](=[O:15])[NH:8]2)[CH:6]=[CH:5][CH:4]=[CH:3][CH:2]=1.I[C:17]1[CH:35]=[CH:34][C:20]([C:21]([NH:23][C:24]2[CH:25]=[CH:26][CH:27]=[C:28]3[C:33]=2[N:32]=[CH:31][CH:30]=[CH:29]3)=[O:22])=[CH:19][CH:18]=1.C([O-])([O-])=O.[Cs+].[Cs+].CC(C1C=C(C(C)C)C(C2C=CC=CC=2P(C2CCCCC2)C2CCCCC2)=C(C(C)C)C=1)C, predict the reaction product. The product is: [O:15]=[C:9]1[N:8]([C:17]2[CH:35]=[CH:34][C:20]([C:21]([NH:23][C:24]3[CH:25]=[CH:26][CH:27]=[C:28]4[C:33]=3[N:32]=[CH:31][CH:30]=[CH:29]4)=[O:22])=[CH:19][CH:18]=2)[CH:7]([C:1]2[CH:2]=[CH:3][CH:4]=[CH:5][CH:6]=2)[C:11]2([CH2:14][CH2:13][CH2:12]2)[O:10]1. (5) Given the reactants [Br:1][C:2]1[C:3]([NH2:9])=[N:4][CH:5]=[C:6]([CH3:8])[CH:7]=1.Cl[C:11]([C:14]([O:16][CH2:17][CH3:18])=[O:15])=[CH:12][O-].[K+].S(=O)(=O)(O)O.C(=O)(O)[O-].[Na+], predict the reaction product. The product is: [Br:1][C:2]1[C:3]2[N:4]([C:11]([C:14]([O:16][CH2:17][CH3:18])=[O:15])=[CH:12][N:9]=2)[CH:5]=[C:6]([CH3:8])[CH:7]=1.